This data is from M1 muscarinic receptor agonist screen with 61,833 compounds. The task is: Binary Classification. Given a drug SMILES string, predict its activity (active/inactive) in a high-throughput screening assay against a specified biological target. The compound is O(C(=O)c1c2c(nc(c3c(cc(cc3)C)C)c1)cccc2)CC(=O)Nc1noc(c1)C. The result is 0 (inactive).